This data is from Catalyst prediction with 721,799 reactions and 888 catalyst types from USPTO. The task is: Predict which catalyst facilitates the given reaction. (1) Reactant: [C:1]([C:4]1[CH:5]=[CH:6][C:7]([CH:23]2[CH2:27][CH2:26][N:25](C(OC(C)(C)C)=O)[CH2:24]2)=[N:8][C:9]=1[C:10]1[CH:15]=[CH:14][C:13]([O:16][C:17]2[CH:22]=[CH:21][CH:20]=[CH:19][CH:18]=2)=[CH:12][CH:11]=1)(=[O:3])[NH2:2].C(O)(C(F)(F)F)=O. Product: [O:16]([C:13]1[CH:12]=[CH:11][C:10]([C:9]2[C:4]([C:1]([NH2:2])=[O:3])=[CH:5][CH:6]=[C:7]([CH:23]3[CH2:27][CH2:26][NH:25][CH2:24]3)[N:8]=2)=[CH:15][CH:14]=1)[C:17]1[CH:22]=[CH:21][CH:20]=[CH:19][CH:18]=1. The catalyst class is: 4. (2) Reactant: [CH3:1][O:2][C:3]1[CH:4]=[C:5]2[C:10](=[CH:11][C:12]=1[O:13][CH3:14])[N:9]=[CH:8][CH:7]=[C:6]2[O:15][C:16]1[CH:22]=[CH:21][C:19]([NH2:20])=[C:18]([N+:23]([O-:25])=[O:24])[CH:17]=1.C(N(CC)CC)C.ClC(Cl)(O[C:37](=[O:43])OC(Cl)(Cl)Cl)Cl.[CH2:45]([N:47]([CH2:51][CH3:52])[CH2:48][CH2:49][NH2:50])[CH3:46]. Product: [CH2:45]([N:47]([CH2:51][CH3:52])[CH2:48][CH2:49][NH:50][C:37]([NH:20][C:19]1[CH:21]=[CH:22][C:16]([O:15][C:6]2[C:5]3[C:10](=[CH:11][C:12]([O:13][CH3:14])=[C:3]([O:2][CH3:1])[CH:4]=3)[N:9]=[CH:8][CH:7]=2)=[CH:17][C:18]=1[N+:23]([O-:25])=[O:24])=[O:43])[CH3:46]. The catalyst class is: 146. (3) The catalyst class is: 14. Reactant: [NH2:1][N:2]1[CH:6]=[CH:5][N:4]=[C:3]1[C:7]([O:9]CC)=O.C(O)(=O)C.[CH:16](N)=[NH:17]. Product: [CH:5]1[N:4]=[C:3]2[C:7]([N:17]=[CH:16][NH:1][N:2]2[CH:6]=1)=[O:9]. (4) Reactant: [C:1]([NH2:5])([CH3:4])([CH3:3])[CH3:2].Cl[S:7][S:8][S:9][CH2:10][CH2:11][CH2:12][CH2:13][CH2:14][CH2:15][S:16][S:17][S:18]Cl. Product: [C:1]([NH:5][S:7][S:8][S:9][CH2:10][CH2:11][CH2:12][CH2:13][CH2:14][CH2:15][S:16][S:17][S:18][NH:5][C:1]([CH3:4])([CH3:3])[CH3:2])([CH3:4])([CH3:3])[CH3:2]. The catalyst class is: 26. (5) Reactant: [C:1]([C:4]1[C@@H:5]([C:29]2[CH:30]=[CH:31][CH:32]=[C:33]3[C:38]=2[O:37][C:36]([CH3:39])=[CH:35][C:34]3=[O:40])[C:6]([C:12]([O:14][C@H]2CC(=O)N(CC3C=CC=CC=3)C2=O)=[O:13])=[C:7]([CH3:11])[NH:8][C:9]=1[CH3:10])(=[O:3])[CH3:2].C1CCN2C(=NCCC2)CC1.O.Cl. Product: [C:1]([C:4]1[C@@H:5]([C:29]2[CH:30]=[CH:31][CH:32]=[C:33]3[C:38]=2[O:37][C:36]([CH3:39])=[CH:35][C:34]3=[O:40])[C:6]([C:12]([OH:14])=[O:13])=[C:7]([CH3:11])[NH:8][C:9]=1[CH3:10])(=[O:3])[CH3:2]. The catalyst class is: 13. (6) The catalyst class is: 3. Reactant: [N+:1]([C:4]1[CH:5]=[C:6]2[CH:12]=[C:11]([C:13]([OH:15])=O)[NH:10][C:7]2=[N:8][CH:9]=1)([O-:3])=[O:2].[CH3:16][N:17](C(ON1N=NC2C=CC=NC1=2)=[N+](C)C)C.F[P-](F)(F)(F)(F)F.CCN(C(C)C)C(C)C.Cl.CN. Product: [CH3:16][NH:17][C:13]([C:11]1[NH:10][C:7]2=[N:8][CH:9]=[C:4]([N+:1]([O-:3])=[O:2])[CH:5]=[C:6]2[CH:12]=1)=[O:15]. (7) Reactant: [N+:1]([C:4]1[CH:5]=[C:6]2[C:10](=[CH:11][CH:12]=1)[N:9]([C:13]1[N:21]=[C:20]([NH:22][C@H:23]3[CH2:28][CH2:27][C@H:26]([NH:29][C:30]([O:32][C:33]([CH3:36])([CH3:35])[CH3:34])=[O:31])[CH2:25][CH2:24]3)[N:19]=[C:18]3[C:14]=1[N:15]=[CH:16][N:17]3[C:37]([O:39][C:40]([CH3:43])([CH3:42])[CH3:41])=[O:38])[CH2:8][CH2:7]2)([O-])=O.[H][H]. Product: [NH2:1][C:4]1[CH:5]=[C:6]2[C:10](=[CH:11][CH:12]=1)[N:9]([C:13]1[N:21]=[C:20]([NH:22][C@H:23]3[CH2:28][CH2:27][C@H:26]([NH:29][C:30]([O:32][C:33]([CH3:35])([CH3:36])[CH3:34])=[O:31])[CH2:25][CH2:24]3)[N:19]=[C:18]3[C:14]=1[N:15]=[CH:16][N:17]3[C:37]([O:39][C:40]([CH3:43])([CH3:42])[CH3:41])=[O:38])[CH2:8][CH2:7]2. The catalyst class is: 19.